Dataset: Full USPTO retrosynthesis dataset with 1.9M reactions from patents (1976-2016). Task: Predict the reactants needed to synthesize the given product. (1) Given the product [CH2:1]([O:3][C:4]1[CH:17]=[CH:16][C:7](/[CH:8]=[C:9]2/[C:10](=[O:15])[N:11]([CH2:25][C:24]3[CH:27]=[CH:28][C:21]([N+:18]([O-:20])=[O:19])=[CH:22][CH:23]=3)[C:12](=[O:14])[S:13]/2)=[CH:6][CH:5]=1)[CH3:2], predict the reactants needed to synthesize it. The reactants are: [CH2:1]([O:3][C:4]1[CH:17]=[CH:16][C:7](/[CH:8]=[C:9]2/[C:10](=[O:15])[NH:11][C:12](=[O:14])[S:13]/2)=[CH:6][CH:5]=1)[CH3:2].[N+:18]([C:21]1[CH:28]=[CH:27][C:24]([CH2:25]Br)=[CH:23][CH:22]=1)([O-:20])=[O:19].C(=O)([O-])[O-].[K+].[K+].C(OC1C=CC(/C=C2/C(=O)N(CCC)C(=O)S/2)=CC=1)C. (2) Given the product [CH3:13][O:12][C:9]1[CH:10]=[C:11]2[C:6](=[CH:7][C:8]=1[O:14][CH2:15][CH2:16][CH2:17][N:18]1[CH2:22][CH2:21][CH2:20][CH2:19]1)[N:5]=[CH:4][N:3]=[C:2]2[O:23][C:24]1[CH:32]=[C:31]2[C:27]([CH:28]=[C:29]([CH3:33])[NH:30]2)=[CH:26][CH:25]=1, predict the reactants needed to synthesize it. The reactants are: Cl[C:2]1[C:11]2[C:6](=[CH:7][C:8]([O:14][CH2:15][CH2:16][CH2:17][N:18]3[CH2:22][CH2:21][CH2:20][CH2:19]3)=[C:9]([O:12][CH3:13])[CH:10]=2)[N:5]=[CH:4][N:3]=1.[OH:23][C:24]1[CH:32]=[C:31]2[C:27]([CH:28]=[C:29]([CH3:33])[NH:30]2)=[CH:26][CH:25]=1. (3) Given the product [C:10]1([C@H:16]2[C:25]3[C:20](=[CH:21][CH:22]=[CH:23][CH:24]=3)[CH2:19][CH2:18][N:17]2[C:2]([O:4][CH2:5][CH3:6])=[O:3])[CH:11]=[CH:12][CH:13]=[CH:14][CH:15]=1, predict the reactants needed to synthesize it. The reactants are: Cl[C:2]([O:4][CH2:5][CH3:6])=[O:3].C(Cl)Cl.[C:10]1([C@H:16]2[C:25]3[C:20](=[CH:21][CH:22]=[CH:23][CH:24]=3)[CH2:19][CH2:18][NH:17]2)[CH:15]=[CH:14][CH:13]=[CH:12][CH:11]=1. (4) Given the product [CH3:1][O:2][C:3]([C:5]1[NH:6][C:7](=[O:15])[NH:8][C:9]=1[CH2:10][S:19][C:20]1[CH:25]=[CH:24][C:23]([OH:26])=[CH:22][CH:21]=1)=[O:4], predict the reactants needed to synthesize it. The reactants are: [CH3:1][O:2][C:3]([C:5]1[N:6]=[C:7]([O:15]C(=O)C)[N:8](C(=O)C)[C:9]=1[CH2:10]Br)=[O:4].[SH:19][C:20]1[CH:25]=[CH:24][C:23]([OH:26])=[CH:22][CH:21]=1.C([O-])([O-])=O.[K+].[K+].O. (5) Given the product [Br:12][C:13]1[CH:18]=[C:17]([N:1]2[C:5]3=[N:6][CH:7]=[CH:8][CH:9]=[C:4]3[C:3]([C:10]#[N:11])=[CH:2]2)[CH:16]=[CH:15][CH:14]=1, predict the reactants needed to synthesize it. The reactants are: [NH:1]1[C:5]2=[N:6][CH:7]=[CH:8][CH:9]=[C:4]2[C:3]([C:10]#[N:11])=[CH:2]1.[Br:12][C:13]1[CH:14]=[C:15](B(O)O)[CH:16]=[CH:17][CH:18]=1. (6) Given the product [Cl:1][C:2]1[C:10]2[N:9]=[C:8]3[N:11]([C:14]4[C:19]([CH3:20])=[CH:18][C:17]([Cl:21])=[CH:16][C:15]=4[Cl:22])[CH2:12][CH2:13][N:7]3[C:6]=2[C:5]([C:23]([CH:35]2[CH2:36][CH2:37]2)([CH:27]2[CH2:29][CH2:28]2)[OH:25])=[CH:4][CH:3]=1, predict the reactants needed to synthesize it. The reactants are: [Cl:1][C:2]1[CH:3]=[CH:4][C:5]([C:23]([O:25]C)=O)=[C:6]2[C:10]=1[N:9]=[C:8]1[N:11]([C:14]3[C:19]([CH3:20])=[CH:18][C:17]([Cl:21])=[CH:16][C:15]=3[Cl:22])[CH2:12][CH2:13][N:7]21.[CH:27]1([Mg]Br)[CH2:29][CH2:28]1.O.O1[CH2:37][CH2:36][CH2:35]C1.